Regression. Given a peptide amino acid sequence and an MHC pseudo amino acid sequence, predict their binding affinity value. This is MHC class I binding data. From a dataset of Peptide-MHC class I binding affinity with 185,985 pairs from IEDB/IMGT. (1) The peptide sequence is TTILGLLPM. The MHC is HLA-B07:02 with pseudo-sequence HLA-B07:02. The binding affinity (normalized) is 0.0847. (2) The peptide sequence is RVYAELAAL. The MHC is BoLA-JSP.1 with pseudo-sequence BoLA-JSP.1. The binding affinity (normalized) is 0.0641. (3) The peptide sequence is ARYAAAAAL. The MHC is HLA-A02:01 with pseudo-sequence HLA-A02:01. The binding affinity (normalized) is 0. (4) The peptide sequence is EVQGYWHL. The MHC is Mamu-A02 with pseudo-sequence Mamu-A02. The binding affinity (normalized) is 0. (5) The peptide sequence is KRFYQTVGF. The MHC is HLA-B27:05 with pseudo-sequence HLA-B27:05. The binding affinity (normalized) is 0.584. (6) The peptide sequence is AIFQCSMTK. The MHC is HLA-A68:01 with pseudo-sequence HLA-A68:01. The binding affinity (normalized) is 0.669. (7) The peptide sequence is KEKGGLEGM. The MHC is HLA-B08:01 with pseudo-sequence HLA-B08:01. The binding affinity (normalized) is 0.0669.